This data is from Peptide-MHC class I binding affinity with 185,985 pairs from IEDB/IMGT. The task is: Regression. Given a peptide amino acid sequence and an MHC pseudo amino acid sequence, predict their binding affinity value. This is MHC class I binding data. (1) The peptide sequence is APRTLVYLL. The MHC is Patr-A0301 with pseudo-sequence Patr-A0301. The binding affinity (normalized) is 0. (2) The peptide sequence is VLIGGKPDRV. The MHC is HLA-A02:01 with pseudo-sequence HLA-A02:01. The binding affinity (normalized) is 0.757.